Predict the reaction yield, written as a fraction of the theoretical maximum amount of product (1.0 means a 100% yield; for example, 0.34 means a 34% yield). From a dataset of Reaction yield outcomes from USPTO patents with 853,638 reactions. (1) The reactants are [CH3:1][O:2][CH2:3][O:4][C:5]1[CH:13]=[CH:12][C:11]([I:14])=[C:10]2[C:6]=1[CH:7](O)[N:8]([C:16]([CH3:24])([C:18]1[CH:23]=[CH:22][CH:21]=[CH:20][CH:19]=1)[CH3:17])[C:9]2=[O:15].FC(F)(F)C(O)=O.C([SiH](CC)CC)C. The catalyst is [N+](C)([O-])=O. The product is [OH:4][C:5]1[CH:13]=[CH:12][C:11]([I:14])=[C:10]2[C:6]=1[CH2:7][N:8]([C:16]([CH3:24])([C:18]1[CH:19]=[CH:20][CH:21]=[CH:22][CH:23]=1)[CH3:17])[C:9]2=[O:15].[CH3:1][O:2][CH2:3][O:4][C:5]1[CH:13]=[CH:12][C:11]([I:14])=[C:10]2[C:6]=1[CH2:7][N:8]([C:16]([CH3:24])([C:18]1[CH:23]=[CH:22][CH:21]=[CH:20][CH:19]=1)[CH3:17])[C:9]2=[O:15]. The yield is 0.590. (2) The reactants are C([O:3][C:4](=O)[C:5]1[CH:10]=[CH:9][CH:8]=[N:7][C:6]=1[NH2:11])C.[H-].[Al+3].[Li+].[H-].[H-].[H-].O.[OH-].[Na+]. The catalyst is C1COCC1. The product is [NH2:11][C:6]1[C:5]([CH2:4][OH:3])=[CH:10][CH:9]=[CH:8][N:7]=1. The yield is 0.790. (3) The reactants are [CH3:1][O:2][C:3]1[CH:4]=[C:5]2[C:10](=[CH:11][C:12]=1[O:13][CH3:14])[N:9]=[CH:8][CH:7]=[C:6]2[O:15][C:16]1[CH:21]=[CH:20][C:19]([NH:22][C:23](=O)[CH2:24][O:25][C:26]2[CH:31]=[CH:30][C:29]([Cl:32])=[CH:28][C:27]=2[Cl:33])=[CH:18][CH:17]=1.Cl.[OH-].[Na+]. The catalyst is O1CCCC1. The product is [Cl:33][C:27]1[CH:28]=[C:29]([Cl:32])[CH:30]=[CH:31][C:26]=1[O:25][CH2:24][CH2:23][NH:22][C:19]1[CH:20]=[CH:21][C:16]([O:15][C:6]2[C:5]3[C:10](=[CH:11][C:12]([O:13][CH3:14])=[C:3]([O:2][CH3:1])[CH:4]=3)[N:9]=[CH:8][CH:7]=2)=[CH:17][CH:18]=1. The yield is 0.800. (4) The reactants are [OH:1][CH2:2][CH2:3][CH2:4][CH2:5][CH2:6][CH2:7][CH2:8][CH2:9][CH2:10][CH2:11][CH2:12][P:13](=[O:20])([O:17][CH2:18][CH3:19])[O:14][CH2:15][CH3:16].[C:21](Cl)(=[O:30])[CH:22]=[CH:23][C:24]1[CH:29]=[CH:28][CH:27]=[CH:26][CH:25]=1.P(=O)([O-])[O-]. The catalyst is C(Cl)Cl. The product is [C:21]([O:1][CH2:2][CH2:3][CH2:4][CH2:5][CH2:6][CH2:7][CH2:8][CH2:9][CH2:10][CH2:11][CH2:12][P:13]([O:14][CH2:15][CH3:16])([O:17][CH2:18][CH3:19])=[O:20])(=[O:30])[CH:22]=[CH:23][C:24]1[CH:29]=[CH:28][CH:27]=[CH:26][CH:25]=1. The yield is 0.410. (5) The reactants are [Cl:1][C:2]1[N:3]=[N:4][CH:5]=[C:6]([Cl:9])[C:7]=1N.C1(C)C=CC(S([O-])(=O)=O)=CC=1.[NH+:21]1[CH:26]=CC=CC=1.C(OCC)(OCC)[O:28][CH2:29][CH3:30]. No catalyst specified. The product is [Cl:1][C:2]1[N:3]=[N:4][CH:5]=[C:6]([Cl:9])[C:7]=1[C:26](=[NH:21])[O:28][CH2:29][CH3:30]. The yield is 0.600. (6) The reactants are [CH2:1]([S:3]([N:6]1[CH2:11][CH2:10][CH:9]([C:12]2[C:20]3[C:15](=[C:16]([C:30]([NH2:32])=[O:31])[CH:17]=[C:18](B4OC(C)(C)C(C)(C)O4)[CH:19]=3)[NH:14][CH:13]=2)[CH2:8][CH2:7]1)(=[O:5])=[O:4])[CH3:2].Br[C:34]1[CH:35]=[C:36]([C:39](=[O:41])[CH3:40])[S:37][CH:38]=1.[C:42](=O)([O-])[O-].[K+].[K+].CCOC(C)=O. The catalyst is O1CCOCC1.O.C1C=CC([P]([Pd]([P](C2C=CC=CC=2)(C2C=CC=CC=2)C2C=CC=CC=2)([P](C2C=CC=CC=2)(C2C=CC=CC=2)C2C=CC=CC=2)[P](C2C=CC=CC=2)(C2C=CC=CC=2)C2C=CC=CC=2)(C2C=CC=CC=2)C2C=CC=CC=2)=CC=1.CO. The product is [CH2:1]([S:3]([N:6]1[CH2:11][CH2:10][CH:9]([C:12]2[C:20]3[C:15](=[C:16]([C:30]([NH2:32])=[O:31])[CH:17]=[C:18]([C:34]4[CH:35]=[C:36]([C:39](=[O:41])[CH2:40][CH3:42])[S:37][CH:38]=4)[CH:19]=3)[NH:14][CH:13]=2)[CH2:8][CH2:7]1)(=[O:4])=[O:5])[CH3:2]. The yield is 0.770. (7) The reactants are [OH-].[Na+].C[O:4][C:5]([C:7]1[N:8]=[C:9]2[CH:25]=[CH:24][C:23]([CH2:26][C:27]3[CH:32]=[CH:31][CH:30]=[C:29]([Cl:33])[C:28]=3[F:34])=[CH:22][N:10]2[C:11](=[O:21])[C:12]=1[O:13][Si](C(C)(C)C)(C)C)=[O:6].Cl. The catalyst is CO. The product is [Cl:33][C:29]1[C:28]([F:34])=[C:27]([CH:32]=[CH:31][CH:30]=1)[CH2:26][C:23]1[CH:24]=[CH:25][C:9]2[N:10]([CH:22]=1)[C:11](=[O:21])[C:12]([OH:13])=[C:7]([C:5]([OH:6])=[O:4])[N:8]=2. The yield is 0.810.